This data is from Catalyst prediction with 721,799 reactions and 888 catalyst types from USPTO. The task is: Predict which catalyst facilitates the given reaction. (1) Reactant: [F:1][C:2]1[CH:3]=[C:4]2[C:9](=[CH:10][CH:11]=1)[N:8]=[CH:7][C:6](C(O)=O)=[CH:5]2.C1(P([N:29]=[N+]=[N-])(C2C=CC=CC=2)=O)C=CC=CC=1.C(N(CC)CC)C.C1COCC1. Product: [NH2:29][C:6]1[CH:7]=[N:8][C:9]2[C:4]([CH:5]=1)=[CH:3][C:2]([F:1])=[CH:11][CH:10]=2. The catalyst class is: 6. (2) Product: [C:1]([NH:8][S:9]([C:12]1([CH:15]=[O:16])[CH2:13][CH2:14]1)(=[O:10])=[O:11])([O:3][C:4]([CH3:7])([CH3:6])[CH3:5])=[O:2]. The catalyst class is: 2. Reactant: [C:1]([NH:8][S:9]([C:12]1([CH2:15][OH:16])[CH2:14][CH2:13]1)(=[O:11])=[O:10])([O:3][C:4]([CH3:7])([CH3:6])[CH3:5])=[O:2].[Cr](Cl)([O-])(=O)=O.[NH+]1C=CC=CC=1. (3) Reactant: [CH3:1][O:2][C:3](=[O:37])[C@@H:4]([NH:11][C:12](=[O:36])[C:13]1[CH:18]=[CH:17][C:16]([C:19]#[C:20]/[CH:21]=[CH:22]/[C:23](/[CH3:35])=[CH:24]/[CH:25]=[C:26](\[CH3:34])/[CH2:27][N:28]2[CH2:33][CH2:32][O:31][CH2:30][CH2:29]2)=[CH:15][CH:14]=1)[CH2:5][NH:6][C:7](=[O:10])[CH2:8]Br.[CH:38]1([NH2:41])[CH2:40][CH2:39]1. Product: [CH3:1][O:2][C:3](=[O:37])[C@@H:4]([NH:11][C:12](=[O:36])[C:13]1[CH:18]=[CH:17][C:16]([C:19]#[C:20]/[CH:21]=[CH:22]/[C:23]2[CH:35]=[CH:34][C:26]([CH2:27][N:28]3[CH2:33][CH2:32][O:31][CH2:30][CH2:29]3)=[CH:25][CH:24]=2)=[CH:15][CH:14]=1)[CH2:5][NH:6][C:7](=[O:10])[CH2:8][NH:41][CH:38]1[CH2:40][CH2:39]1. The catalyst class is: 2. (4) Reactant: Cl.[NH2:2][C:3]1[C:7]2[C:8](=[O:12])[NH:9][CH:10]=[CH:11][C:6]=2[N:5]([C:13]2([CH2:19][C:20]#[N:21])[CH2:18][CH2:17][NH:16][CH2:15][CH2:14]2)[N:4]=1.F[C:23]1[CH:28]=[C:27]([C:29]([F:32])([F:31])[F:30])[CH:26]=[CH:25][N:24]=1.C(N(CC)CC)C. Product: [NH2:2][C:3]1[C:7]2[C:8](=[O:12])[NH:9][CH:10]=[CH:11][C:6]=2[N:5]([C:13]2([CH2:19][C:20]#[N:21])[CH2:14][CH2:15][N:16]([C:23]3[CH:28]=[C:27]([C:29]([F:32])([F:31])[F:30])[CH:26]=[CH:25][N:24]=3)[CH2:17][CH2:18]2)[N:4]=1. The catalyst class is: 18. (5) Reactant: [Cl:1][C:2]1[CH:9]=[C:8]([OH:10])[CH:7]=[CH:6][C:3]=1[CH:4]=[O:5].C([O-])([O-])=O.[Cs+].[Cs+].[CH2:17](Br)[C:18]1[CH:23]=[CH:22][CH:21]=[CH:20][CH:19]=1. Product: [CH2:17]([O:10][C:8]1[CH:7]=[CH:6][C:3]([CH:4]=[O:5])=[C:2]([Cl:1])[CH:9]=1)[C:18]1[CH:23]=[CH:22][CH:21]=[CH:20][CH:19]=1. The catalyst class is: 23.